This data is from Forward reaction prediction with 1.9M reactions from USPTO patents (1976-2016). The task is: Predict the product of the given reaction. Given the reactants Br[C:2]1[CH:7]=[CH:6][C:5]([C@@H:8]2[CH2:12][N:11]([C:13]3[CH:18]=[CH:17][CH:16]=[CH:15][CH:14]=3)[CH2:10][C@H:9]2[NH:19][S:20]([CH:23]([CH3:25])[CH3:24])(=[O:22])=[O:21])=[CH:4][CH:3]=1.[C:26]([C:28]1[CH:33]=[CH:32][C:31](B(O)O)=[CH:30][CH:29]=1)#[N:27], predict the reaction product. The product is: [C:26]([C:28]1[CH:33]=[CH:32][C:31]([C:2]2[CH:3]=[CH:4][C:5]([C@@H:8]3[CH2:12][N:11]([C:13]4[CH:18]=[CH:17][CH:16]=[CH:15][CH:14]=4)[CH2:10][C@H:9]3[NH:19][S:20]([CH:23]([CH3:25])[CH3:24])(=[O:21])=[O:22])=[CH:6][CH:7]=2)=[CH:30][CH:29]=1)#[N:27].